From a dataset of NCI-60 drug combinations with 297,098 pairs across 59 cell lines. Regression. Given two drug SMILES strings and cell line genomic features, predict the synergy score measuring deviation from expected non-interaction effect. (1) Drug 1: C1CCN(CC1)CCOC2=CC=C(C=C2)C(=O)C3=C(SC4=C3C=CC(=C4)O)C5=CC=C(C=C5)O. Drug 2: C1CCC(C1)C(CC#N)N2C=C(C=N2)C3=C4C=CNC4=NC=N3. Cell line: T-47D. Synergy scores: CSS=3.36, Synergy_ZIP=-0.700, Synergy_Bliss=-1.09, Synergy_Loewe=-6.90, Synergy_HSA=-5.03. (2) Drug 1: C1=NNC2=C1C(=O)NC=N2. Drug 2: C1CCC(C(C1)N)N.C(=O)(C(=O)[O-])[O-].[Pt+4]. Cell line: UO-31. Synergy scores: CSS=9.98, Synergy_ZIP=-1.72, Synergy_Bliss=1.15, Synergy_Loewe=-3.17, Synergy_HSA=-0.0691. (3) Drug 1: CS(=O)(=O)CCNCC1=CC=C(O1)C2=CC3=C(C=C2)N=CN=C3NC4=CC(=C(C=C4)OCC5=CC(=CC=C5)F)Cl. Drug 2: CNC(=O)C1=NC=CC(=C1)OC2=CC=C(C=C2)NC(=O)NC3=CC(=C(C=C3)Cl)C(F)(F)F. Cell line: SK-MEL-28. Synergy scores: CSS=5.38, Synergy_ZIP=3.01, Synergy_Bliss=-0.0871, Synergy_Loewe=1.31, Synergy_HSA=0.252. (4) Drug 1: C1=CC(=CC=C1CCC2=CNC3=C2C(=O)NC(=N3)N)C(=O)NC(CCC(=O)O)C(=O)O. Drug 2: CC1=C2C(C(=O)C3(C(CC4C(C3C(C(C2(C)C)(CC1OC(=O)C(C(C5=CC=CC=C5)NC(=O)C6=CC=CC=C6)O)O)OC(=O)C7=CC=CC=C7)(CO4)OC(=O)C)O)C)OC(=O)C. Cell line: OVCAR-8. Synergy scores: CSS=54.1, Synergy_ZIP=10.2, Synergy_Bliss=8.54, Synergy_Loewe=10.0, Synergy_HSA=10.7. (5) Drug 1: C1=NC(=NC(=O)N1C2C(C(C(O2)CO)O)O)N. Drug 2: CC1CCC2CC(C(=CC=CC=CC(CC(C(=O)C(C(C(=CC(C(=O)CC(OC(=O)C3CCCCN3C(=O)C(=O)C1(O2)O)C(C)CC4CCC(C(C4)OC)OCCO)C)C)O)OC)C)C)C)OC. Cell line: 786-0. Synergy scores: CSS=8.32, Synergy_ZIP=-7.24, Synergy_Bliss=-6.74, Synergy_Loewe=-7.18, Synergy_HSA=-6.35.